The task is: Predict the reactants needed to synthesize the given product.. This data is from Full USPTO retrosynthesis dataset with 1.9M reactions from patents (1976-2016). (1) Given the product [CH2:1]([O:3][C:4]1[C:5]([O:25][CH3:26])=[CH:6][C:7]2[CH2:16][CH:15]([CH3:17])[N:14]3[C:9](=[CH:10][C:11](=[O:23])[C:12]([C:18]([OH:20])=[O:19])=[CH:13]3)[C:8]=2[CH:24]=1)[CH3:2], predict the reactants needed to synthesize it. The reactants are: [CH2:1]([O:3][C:4]1[C:5]([O:25][CH3:26])=[CH:6][C:7]2[CH2:16][CH:15]([CH3:17])[N:14]3[C:9](=[CH:10][C:11](=[O:23])[C:12]([C:18]([O:20]CC)=[O:19])=[CH:13]3)[C:8]=2[CH:24]=1)[CH3:2].[OH-].[Na+].Cl. (2) Given the product [ClH:45].[F:1][C:2]1[C:3]([CH2:29][NH:30][CH3:31])=[CH:4][N:5]([S:14]([C:17]2[CH:18]=[C:19]([CH:20]=[CH:21][CH:22]=2)[C:23]([NH:25][CH2:26][CH2:27][OH:28])=[O:24])(=[O:15])=[O:16])[C:6]=1[C:7]1[C:8]([F:13])=[N:9][CH:10]=[CH:11][CH:12]=1, predict the reactants needed to synthesize it. The reactants are: [F:1][C:2]1[C:3]([CH2:29][N:30](C)[C:31](=O)OC(C)(C)C)=[CH:4][N:5]([S:14]([C:17]2[CH:22]=[CH:21][CH:20]=[C:19]([C:23]([NH:25][CH2:26][CH2:27][OH:28])=[O:24])[CH:18]=2)(=[O:16])=[O:15])[C:6]=1[C:7]1[C:8]([F:13])=[N:9][CH:10]=[CH:11][CH:12]=1.C(OCC)(=O)C.[ClH:45]. (3) Given the product [CH:11]([C:4]1[C:3]2[N:2]=[C:21]3[CH:20]([CH3:24])[NH:19][CH2:16][CH2:17][N:10]3[C:8](=[O:9])[C:7]=2[NH:6][N:5]=1)([CH3:12])[CH3:15], predict the reactants needed to synthesize it. The reactants are: [123I-].[NH2:2][C:3]1[C:4]([CH:11]2[CH2:15]CC[CH2:12]2)=[N:5][NH:6][C:7]=1[C:8]([NH2:10])=[O:9].[C:16]([NH:19][CH:20]([CH3:24])[C:21](O)=O)(=O)[CH3:17].C(NCC(O)=O)(=O)C. (4) Given the product [CH3:1][O:2][C:3]1[CH:9]=[CH:8][C:6]([NH:7][C:15](=[O:16])[C:14]2[CH:18]=[CH:19][C:20]([N+:22]([O-:24])=[O:23])=[CH:21][C:13]=2[N+:10]([O-:12])=[O:11])=[CH:5][CH:4]=1, predict the reactants needed to synthesize it. The reactants are: [CH3:1][O:2][C:3]1[CH:9]=[CH:8][C:6]([NH2:7])=[CH:5][CH:4]=1.[N+:10]([C:13]1[CH:21]=[C:20]([N+:22]([O-:24])=[O:23])[CH:19]=[CH:18][C:14]=1[C:15](Cl)=[O:16])([O-:12])=[O:11].